Dataset: Forward reaction prediction with 1.9M reactions from USPTO patents (1976-2016). Task: Predict the product of the given reaction. (1) Given the reactants [NH2:1][C:2]1[CH:19]=[CH:18][CH:17]=[CH:16][C:3]=1[C:4]([NH:6][CH:7](C1C=CC(Cl)=CC=1)C)=[O:5].ClC(OC(Cl)(Cl)Cl)=[O:22].[OH-].[Na+], predict the reaction product. The product is: [NH:1]1[C:2]2[C:3](=[CH:16][CH:17]=[CH:18][CH:19]=2)[C:4](=[O:5])[NH:6][C:7]1=[O:22]. (2) Given the reactants C([NH:8][C@H:9]([C:12]([OH:14])=[O:13])[CH2:10][OH:11])(OC(C)(C)C)=O.[C:15](Cl)(=[O:33])[CH2:16][CH2:17][CH2:18][CH2:19][CH2:20][CH2:21][CH2:22]/[CH:23]=[CH:24]\[CH2:25][CH2:26][CH2:27][CH2:28][CH2:29][CH2:30][CH2:31][CH3:32].C(N[C@H](C(O)=O)CO)(=O)CCCCCCC/C=C\CCCCCCCC.N1C=CC=CC=1, predict the reaction product. The product is: [NH2:8][C@H:9]([C:12]([O:14][C:15](=[O:33])[CH2:16][CH2:17][CH2:18][CH2:19][CH2:20][CH2:21][CH2:22]/[CH:23]=[CH:24]\[CH2:25][CH2:26][CH2:27][CH2:28][CH2:29][CH2:30][CH2:31][CH3:32])=[O:13])[CH2:10][OH:11]. (3) Given the reactants C([O:3][C:4]([C:6]1[C:15]2[C:10](=[CH:11][C:12]([O:18][CH3:19])=[C:13]([O:16][CH3:17])[CH:14]=2)[C:9]([C:20](=[O:32])[C:21]2[CH:26]=[CH:25][CH:24]=[C:23]([O:27][CH2:28][C:29]([OH:31])=O)[CH:22]=2)=[N:8][CH:7]=1)=[O:5])C.[CH2:33]([N:40]1[CH2:45][CH2:44][NH:43][CH2:42][CH2:41]1)[C:34]1[CH:39]=[CH:38][CH:37]=[CH:36][CH:35]=1.CN(C(ON1N=NC2C=CC=CC1=2)=[N+](C)C)C.F[P-](F)(F)(F)(F)F.C(N(CC)CC)C, predict the reaction product. The product is: [CH2:33]([N:40]1[CH2:45][CH2:44][N:43]([C:29](=[O:31])[CH2:28][O:27][C:23]2[CH:22]=[C:21]([CH:26]=[CH:25][CH:24]=2)[C:20]([C:9]2[C:10]3[C:15](=[CH:14][C:13]([O:16][CH3:17])=[C:12]([O:18][CH3:19])[CH:11]=3)[C:6]([C:4]([OH:3])=[O:5])=[CH:7][N:8]=2)=[O:32])[CH2:42][CH2:41]1)[C:34]1[CH:35]=[CH:36][CH:37]=[CH:38][CH:39]=1. (4) Given the reactants [F:1][C:2]1[CH:7]=[CH:6][C:5]([CH2:8][C:9]2[CH:18]=[C:17]3[C:12]([C:13]([OH:34])=[C:14]([C:29](OCC)=[O:30])[C:15](=[O:28])[N:16]3[CH2:19][CH2:20][N:21]3[CH2:26][CH2:25][CH2:24][CH2:23][C:22]3=[O:27])=[N:11][CH:10]=2)=[CH:4][CH:3]=1.[NH2:35][CH:36]([CH:40]1[CH2:42][CH2:41]1)[CH2:37][CH2:38][OH:39], predict the reaction product. The product is: [CH:40]1([CH:36]([NH:35][C:29]([C:14]2[C:15](=[O:28])[N:16]([CH2:19][CH2:20][N:21]3[CH2:26][CH2:25][CH2:24][CH2:23][C:22]3=[O:27])[C:17]3[C:12]([C:13]=2[OH:34])=[N:11][CH:10]=[C:9]([CH2:8][C:5]2[CH:6]=[CH:7][C:2]([F:1])=[CH:3][CH:4]=2)[CH:18]=3)=[O:30])[CH2:37][CH2:38][OH:39])[CH2:42][CH2:41]1. (5) Given the reactants [C:1]([C:3]1[C:8](=[O:9])[N:7]([CH:10]2[CH2:14][CH2:13][CH2:12][CH2:11]2)[CH:6]=[C:5]([C:15]([O:17]C)=[O:16])[CH:4]=1)#[N:2].[OH-].[Na+].Cl, predict the reaction product. The product is: [C:1]([C:3]1[C:8](=[O:9])[N:7]([CH:10]2[CH2:14][CH2:13][CH2:12][CH2:11]2)[CH:6]=[C:5]([C:15]([OH:17])=[O:16])[CH:4]=1)#[N:2]. (6) The product is: [OH:8][C:5]1[CH:6]=[CH:7][C:2]([C:16]2[CH:15]=[CH:14][CH:13]=[C:12]([CH:10]=[O:11])[CH:17]=2)=[C:3]([CH3:9])[CH:4]=1. Given the reactants Br[C:2]1[CH:7]=[CH:6][C:5]([OH:8])=[CH:4][C:3]=1[CH3:9].[CH:10]([C:12]1[CH:13]=[C:14](B(O)O)[CH:15]=[CH:16][CH:17]=1)=[O:11].C(=O)([O-])[O-].[Na+].[Na+], predict the reaction product. (7) Given the reactants [CH:1]1([C@@H:4]([NH2:6])[CH3:5])[CH2:3][CH2:2]1.[Cl:7][C:8]1[CH:16]=[C:15]2[C:11]([C:12]([C:18]3[N:19]=[C:20]4[C:26]([C:27](O)=[O:28])=[CH:25][N:24]([CH2:30][O:31][CH2:32][CH2:33][Si:34]([CH3:37])([CH3:36])[CH3:35])[C:21]4=[N:22][CH:23]=3)=[N:13][N:14]2[CH3:17])=[CH:10][CH:9]=1.Cl.CN(C)CCCN=C=NCC, predict the reaction product. The product is: [CH:1]1([C@@H:4]([NH:6][C:27]([C:26]2[C:20]3[C:21](=[N:22][CH:23]=[C:18]([C:12]4[C:11]5[C:15](=[CH:16][C:8]([Cl:7])=[CH:9][CH:10]=5)[N:14]([CH3:17])[N:13]=4)[N:19]=3)[N:24]([CH2:30][O:31][CH2:32][CH2:33][Si:34]([CH3:37])([CH3:36])[CH3:35])[CH:25]=2)=[O:28])[CH3:5])[CH2:3][CH2:2]1.